Task: Binary Classification. Given a drug SMILES string, predict its activity (active/inactive) in a high-throughput screening assay against a specified biological target.. Dataset: HIV replication inhibition screening data with 41,000+ compounds from the AIDS Antiviral Screen The drug is C=CCP1(=O)OC(c2ccccc2)C(C)N1C. The result is 0 (inactive).